This data is from Forward reaction prediction with 1.9M reactions from USPTO patents (1976-2016). The task is: Predict the product of the given reaction. Given the reactants [Br:1][C:2]1[N:7]=[CH:6][C:5]([N:8]2[CH2:15][C@@H:14]3[C@@H:10]([NH:11][CH2:12][CH2:13]3)[CH2:9]2)=[CH:4][C:3]=1[CH2:16][O:17][CH3:18].[C:19]([OH:26])(=[O:25])/[CH:20]=[CH:21]/[C:22]([OH:24])=[O:23], predict the reaction product. The product is: [C:19]([OH:26])(=[O:25])/[CH:20]=[CH:21]/[C:22]([OH:24])=[O:23].[Br:1][C:2]1[N:7]=[CH:6][C:5]([N:8]2[CH2:15][C@@H:14]3[C@@H:10]([NH:11][CH2:12][CH2:13]3)[CH2:9]2)=[CH:4][C:3]=1[CH2:16][O:17][CH3:18].